From a dataset of TCR-epitope binding with 47,182 pairs between 192 epitopes and 23,139 TCRs. Binary Classification. Given a T-cell receptor sequence (or CDR3 region) and an epitope sequence, predict whether binding occurs between them. The epitope is KPLEFGATSAAL. The TCR CDR3 sequence is CASSSGLAQPPIAYEQYF. Result: 1 (the TCR binds to the epitope).